Task: Predict the product of the given reaction.. Dataset: Forward reaction prediction with 1.9M reactions from USPTO patents (1976-2016) (1) Given the reactants [N+:1]([C:4]1[C:5]([CH:14]=O)=[CH:6][CH:7]=[C:8]2[C:13]=1[N:12]=[CH:11][CH:10]=[CH:9]2)([O-:3])=[O:2].[CH3:16][C:17]([S:20]([NH2:22])=[O:21])([CH3:19])[CH3:18].CCOC(C)=O, predict the reaction product. The product is: [N+:1]([C:4]1[C:5](/[CH:14]=[N:22]/[S:20]([C:17]([CH3:19])([CH3:18])[CH3:16])=[O:21])=[CH:6][CH:7]=[C:8]2[C:13]=1[N:12]=[CH:11][CH:10]=[CH:9]2)([O-:3])=[O:2]. (2) Given the reactants [C:1]([C:3]1[C:4]([SH:9])=[N:5][CH:6]=[CH:7][CH:8]=1)#[N:2].[NH2:10][C:11]1[CH:15]=[CH:14][N:13]([CH3:16])[N:12]=1.Cl[C:18]1[C:19]2[N:27]=[C:26](Cl)[CH:25]=[CH:24][C:20]=2[N:21]=[CH:22][N:23]=1, predict the reaction product. The product is: [C:1]([C:3]1[C:4]([S:9][C:26]2[CH:25]=[CH:24][C:20]3[N:21]=[CH:22][N:23]=[C:18]([NH:10][C:11]4[CH:15]=[CH:14][N:13]([CH3:16])[N:12]=4)[C:19]=3[N:27]=2)=[N:5][CH:6]=[CH:7][CH:8]=1)#[N:2].